This data is from Forward reaction prediction with 1.9M reactions from USPTO patents (1976-2016). The task is: Predict the product of the given reaction. (1) Given the reactants [Cl:1][C:2]1[CH:3]=[C:4]([N:12]([CH2:22][CH3:23])[C@H:13]2[CH2:18][CH2:17][C@H:16]([N:19]([CH3:21])[CH3:20])[CH2:15][CH2:14]2)[C:5]([CH3:11])=[C:6]([CH:10]=1)[C:7](O)=[O:8].[NH2:24][CH2:25][C:26]1[C:31](=[O:32])[N:30]2[NH:33][C:34]([CH3:36])=[N:35][C:29]2=[CH:28][C:27]=1[CH3:37].C(N(CC)CC)C.C1CN([P+](ON2N=NC3C=CC=CC2=3)(N2CCCC2)N2CCCC2)CC1.F[P-](F)(F)(F)(F)F, predict the reaction product. The product is: [Cl:1][C:2]1[CH:3]=[C:4]([N:12]([C@H:13]2[CH2:14][CH2:15][C@H:16]([N:19]([CH3:21])[CH3:20])[CH2:17][CH2:18]2)[CH2:22][CH3:23])[C:5]([CH3:11])=[C:6]([CH:10]=1)[C:7]([NH:24][CH2:25][C:26]1[C:31](=[O:32])[N:30]2[NH:33][C:34]([CH3:36])=[N:35][C:29]2=[CH:28][C:27]=1[CH3:37])=[O:8]. (2) The product is: [Cl:2][C:3]1[N:12]=[CH:11][CH:10]=[C:9]2[C:4]=1[CH:5]=[C:6]([C:23]1[CH:24]=[CH:25][CH:26]=[CH:27][CH:28]=1)[C:7]([C:13]1[CH:14]=[CH:15][C:16]([C:19]3([NH:22][C:46](=[O:47])[O:45][CH2:38][C:39]4[CH:44]=[CH:43][CH:42]=[CH:41][CH:40]=4)[CH2:20][CH2:21]3)=[CH:17][CH:18]=1)=[N:8]2. Given the reactants [Cl-].[Cl:2][C:3]1[N:12]=[CH:11][CH:10]=[C:9]2[C:4]=1[CH:5]=[C:6]([C:23]1[CH:28]=[CH:27][CH:26]=[CH:25][CH:24]=1)[C:7]([C:13]1[CH:18]=[CH:17][C:16]([C:19]3([NH3+:22])[CH2:21][CH2:20]3)=[CH:15][CH:14]=1)=[N:8]2.CCN(C(C)C)C(C)C.[CH2:38]([O:45][C:46](Cl)=[O:47])[C:39]1[CH:44]=[CH:43][CH:42]=[CH:41][CH:40]=1, predict the reaction product. (3) Given the reactants [N+:1]([C:4]1[CH:9]=[CH:8][CH:7]=[CH:6][CH:5]=1)([O-:3])=O.C[C:11]1[CH:16]=[CH:15][CH:14]=[CH:13][C:12]=1[N+:17]([O-])=O, predict the reaction product. The product is: [N+:1]([C:4]1[CH:9]=[CH:8][CH:7]=[CH:6][CH:5]=1)(=[N:17][C:12]1[CH:13]=[CH:14][CH:15]=[CH:16][CH:11]=1)[O-:3]. (4) Given the reactants [CH2:1]([N:8]([CH2:21][C:22]1[CH:40]=[CH:39][C:25]([O:26][C:27]2[CH:32]=[CH:31][C:30]([CH2:33][CH2:34][CH2:35][C:36](O)=[O:37])=[CH:29][CH:28]=2)=[CH:24][CH:23]=1)[C:9]1[CH:14]=[CH:13][CH:12]=[C:11]([NH:15][S:16]([CH3:19])(=[O:18])=[O:17])[C:10]=1[CH3:20])[C:2]1[CH:7]=[CH:6][CH:5]=[CH:4][CH:3]=1.Br.[NH2:42][CH:43]1[CH2:48][CH2:47][O:46][C:44]1=[O:45], predict the reaction product. The product is: [CH2:1]([N:8]([CH2:21][C:22]1[CH:23]=[CH:24][C:25]([O:26][C:27]2[CH:28]=[CH:29][C:30]([CH2:33][CH2:34][CH2:35][C:36]([NH:42][CH:43]3[CH2:48][CH2:47][O:46][C:44]3=[O:45])=[O:37])=[CH:31][CH:32]=2)=[CH:39][CH:40]=1)[C:9]1[CH:14]=[CH:13][CH:12]=[C:11]([NH:15][S:16]([CH3:19])(=[O:17])=[O:18])[C:10]=1[CH3:20])[C:2]1[CH:3]=[CH:4][CH:5]=[CH:6][CH:7]=1. (5) Given the reactants I[C:2]1[Se:3][CH:4]=[CH:5][CH:6]=1.[OH:7][C:8]1[CH:13]=[CH:12][CH:11]=[CH:10][C:9]=1B(O)O.C(=O)([O-])[O-].[Na+].[Na+], predict the reaction product. The product is: [Se:3]1[CH:4]=[CH:5][CH:6]=[C:2]1[C:11]1[CH:12]=[CH:13][C:8]([OH:7])=[CH:9][CH:10]=1. (6) The product is: [CH3:1][N:2]([CH3:15])[CH2:3][CH2:4][N:5]1[CH:13]=[C:12]2[C:7]([CH:8]=[CH:9][C:10]([NH:14][C:30]([NH:29][C:26]3[CH:27]=[CH:28][C:23]([O:16][C:17]4[CH:18]=[CH:19][CH:20]=[CH:21][CH:22]=4)=[CH:24][CH:25]=3)=[O:31])=[CH:11]2)=[N:6]1. Given the reactants [CH3:1][N:2]([CH3:15])[CH2:3][CH2:4][N:5]1[CH:13]=[C:12]2[C:7]([CH:8]=[CH:9][C:10]([NH2:14])=[CH:11]2)=[N:6]1.[O:16]([C:23]1[CH:28]=[CH:27][C:26]([N:29]=[C:30]=[O:31])=[CH:25][CH:24]=1)[C:17]1[CH:22]=[CH:21][CH:20]=[CH:19][CH:18]=1, predict the reaction product.